From a dataset of Full USPTO retrosynthesis dataset with 1.9M reactions from patents (1976-2016). Predict the reactants needed to synthesize the given product. (1) Given the product [Br:1][C:2]1[CH:7]=[CH:6][C:5]([C@H:8]2[CH2:10][C@@H:9]2[CH2:11][N:25]2[CH2:26][CH2:27][CH2:28][C@@H:24]2[CH3:23])=[CH:4][CH:3]=1, predict the reactants needed to synthesize it. The reactants are: [Br:1][C:2]1[CH:7]=[CH:6][C:5]([C@H:8]2[CH2:10][C@@H:9]2[CH:11]=O)=[CH:4][CH:3]=1.C(C(C(C(O)=O)O)O)(O)=O.[CH3:23][C@H:24]1[CH2:28][CH2:27][CH2:26][NH:25]1.[BH3-]C#N.[Na+].[OH-].[Na+]. (2) Given the product [OH:11][C:7]1([C:12]2[S:13][CH:14]=[CH:15][N:16]=2)[C:8]2[C:4](=[CH:3][C:2]([C:17]([O:20][CH3:22])=[O:19])=[CH:10][CH:9]=2)[CH2:5][CH2:6]1, predict the reactants needed to synthesize it. The reactants are: Br[C:2]1[CH:3]=[C:4]2[C:8](=[CH:9][CH:10]=1)[C:7]([C:12]1[S:13][CH:14]=[CH:15][N:16]=1)([OH:11])[CH2:6][CH2:5]2.[C:17]([O-:20])(=[O:19])C.[Na+].[CH3:22]O. (3) The reactants are: [F:1][C:2]1[CH:9]=[CH:8][C:5](C#N)=[CH:4][N:3]=1.C[Mg]Br.C(=O)(O)[O-].[Na+].CC[O:20][CH2:21][CH3:22]. Given the product [F:1][C:2]1[N:3]=[CH:4][C:5]([C:21](=[O:20])[CH3:22])=[CH:8][CH:9]=1, predict the reactants needed to synthesize it. (4) Given the product [ClH:35].[Br:18][C:14]1[CH:13]=[C:12]([C@H:11]([NH2:19])[CH2:10][F:27])[CH:17]=[CH:16][CH:15]=1, predict the reactants needed to synthesize it. The reactants are: C1(S([CH:10]([F:27])/[C:11](=[N:19]\S(C(C)(C)C)(=O)=O)/[C:12]2[CH:17]=[CH:16][CH:15]=[C:14]([Br:18])[CH:13]=2)(=O)=O)C=CC=CC=1.OP([O-])([O-])=O.[Na+].[Na+].[ClH:35].O1CCOCC1. (5) Given the product [CH2:15]([NH:19][C:2]1[CH:11]=[CH:10][C:5]([C:6]([O:8][CH3:9])=[O:7])=[CH:4][C:3]=1[N+:12]([O-:14])=[O:13])[CH2:16][CH:17]=[CH2:18], predict the reactants needed to synthesize it. The reactants are: F[C:2]1[CH:11]=[CH:10][C:5]([C:6]([O:8][CH3:9])=[O:7])=[CH:4][C:3]=1[N+:12]([O-:14])=[O:13].[CH2:15]([NH2:19])[CH2:16][CH:17]=[CH2:18]. (6) Given the product [F:29][C:24]1[CH:25]=[C:26]2[C:21](=[CH:22][CH:23]=1)[N:20]=[C:19]([CH2:18][O:17][C:14]1[CH:15]=[CH:16][C:11]([C:9]3[N:6]=[C:2]4[N:3]([CH:8]=3)[CH:4]=[CH:5][S:1]4)=[C:12]([C:30]3([C:35]4[CH:36]=[CH:37][CH:38]=[CH:39][CH:40]=4)[CH2:31][CH:32]([CH3:34])[CH2:33]3)[CH:13]=1)[CH:28]=[CH:27]2, predict the reactants needed to synthesize it. The reactants are: [S:1]1[CH:5]=[CH:4][N:3]=[C:2]1[NH2:6].Br[CH2:8][C:9]([C:11]1[CH:16]=[CH:15][C:14]([O:17][CH2:18][C:19]2[CH:28]=[CH:27][C:26]3[C:21](=[CH:22][CH:23]=[C:24]([F:29])[CH:25]=3)[N:20]=2)=[CH:13][C:12]=1[C:30]1([C:35]2[CH:40]=[CH:39][CH:38]=[CH:37][CH:36]=2)[CH2:33][CH:32]([CH3:34])[CH2:31]1)=O. (7) Given the product [Cl:1][C:2]1[CH:3]=[C:4]2[C:9](=[CH:10][C:11]=1[O:12][C:13]1[CH:14]=[CH:15][C:16]([C:19](=[O:28])[NH:20][C:21]3[N:22]=[N:23][C:24]([C:36]4[CH:37]=[CH:38][C:39]([C:41]([F:44])([F:43])[F:42])=[CH:40][C:35]=4[Cl:34])=[CH:25][CH:26]=3)=[CH:17][CH:18]=1)[O:8][CH2:7][CH2:6][CH:5]2[C:29]([O:31][CH2:32][CH3:33])=[O:30], predict the reactants needed to synthesize it. The reactants are: [Cl:1][C:2]1[CH:3]=[C:4]2[C:9](=[CH:10][C:11]=1[O:12][C:13]1[CH:18]=[CH:17][C:16]([C:19](=[O:28])[NH:20][C:21]3[N:22]=[N:23][C:24](Cl)=[CH:25][CH:26]=3)=[CH:15][CH:14]=1)[O:8][CH2:7][CH2:6][CH:5]2[C:29]([O:31][CH2:32][CH3:33])=[O:30].[Cl:34][C:35]1[CH:40]=[C:39]([C:41]([F:44])([F:43])[F:42])[CH:38]=[CH:37][C:36]=1B(O)O.C(=O)([O-])[O-].[Na+].[Na+].